The task is: Predict which catalyst facilitates the given reaction.. This data is from Catalyst prediction with 721,799 reactions and 888 catalyst types from USPTO. (1) Reactant: [Cl:1][C:2]1[CH:10]=[CH:9][CH:8]=[CH:7][C:3]=1[C:4](Cl)=[O:5].[CH3:11][C:12]1[CH:17]=[CH:16][C:15]([S:18]([NH:21][NH2:22])(=[O:20])=[O:19])=[CH:14][CH:13]=1. Product: [Cl:1][C:2]1[CH:10]=[CH:9][CH:8]=[CH:7][C:3]=1[C:4]([NH:22][NH:21][S:18]([C:15]1[CH:16]=[CH:17][C:12]([CH3:11])=[CH:13][CH:14]=1)(=[O:19])=[O:20])=[O:5]. The catalyst class is: 11. (2) Reactant: CC(C)CO.[H-].[Na+].Br[C:9]1[N:14]=[C:13]([C@@:15]23[O:30][CH2:29][O:28][C@@H:16]2[CH2:17][N:18]([C:21]([O:23][C:24]([CH3:27])([CH3:26])[CH3:25])=[O:22])[CH2:19][CH2:20]3)[CH:12]=[CH:11][CH:10]=1.O. Product: [N:14]1[CH:9]=[CH:10][CH:11]=[CH:12][C:13]=1[C@@:15]12[O:30][CH2:29][O:28][C@@H:16]1[CH2:17][N:18]([C:21]([O:23][C:24]([CH3:25])([CH3:26])[CH3:27])=[O:22])[CH2:19][CH2:20]2. The catalyst class is: 3. (3) Reactant: [F:1][C:2]1[CH:7]=[CH:6][C:5]([CH:8](O)[C:9]2[CH:23]=[CH:22][C:12]([C:13]([N:15]([CH:19]([CH3:21])[CH3:20])[CH:16]([CH3:18])[CH3:17])=[O:14])=[CH:11][CH:10]=2)=[CH:4][C:3]=1[O:25][CH3:26].CCN(CC)CC.C([N:41]1[CH2:46][CH2:45][NH:44][CH2:43][CH2:42]1)(OC(C)(C)C)=O.C(O)(C(F)(F)F)=O. Product: [F:1][C:2]1[CH:7]=[CH:6][C:5]([CH:8]([N:41]2[CH2:46][CH2:45][NH:44][CH2:43][CH2:42]2)[C:9]2[CH:23]=[CH:22][C:12]([C:13]([N:15]([CH:19]([CH3:21])[CH3:20])[CH:16]([CH3:18])[CH3:17])=[O:14])=[CH:11][CH:10]=2)=[CH:4][C:3]=1[O:25][CH3:26]. The catalyst class is: 759. (4) Reactant: [C:1]([C:3]1[CH:8]=[N:7][CH:6]=[C:5]([S:9][CH3:10])[N:4]=1)#[N:2].[C:11](OC)(=[O:19])[C:12]1[C:13](=[CH:15][CH:16]=[CH:17][CH:18]=1)[SH:14].C(N(CC)CC)C. Product: [CH3:10][S:9][C:5]1[N:4]=[C:3]([C:1]2[S:14][C:13]3[CH:15]=[CH:16][CH:17]=[CH:18][C:12]=3[C:11](=[O:19])[N:2]=2)[CH:8]=[N:7][CH:6]=1. The catalyst class is: 11. (5) Reactant: [O:1]=[C:2]1[CH2:10][C:9]2[C:4](=[CH:5][CH:6]=[C:7]([C:11]([OH:13])=[O:12])[CH:8]=2)[NH:3]1.[O:14]=[C:15]1[C:20]2=[CH:21][NH:22][C:23]([CH:24]=O)=[C:19]2[CH2:18][CH2:17][NH:16]1.N1CCCCC1. Product: [O:1]=[C:2]1[C:10](=[CH:24][C:23]2[NH:22][CH:21]=[C:20]3[C:19]=2[CH2:18][CH2:17][NH:16][C:15]3=[O:14])[C:9]2[C:4](=[CH:5][CH:6]=[C:7]([C:11]([OH:13])=[O:12])[CH:8]=2)[NH:3]1. The catalyst class is: 8. (6) Reactant: [CH2:1]([S:8][CH:9]([CH:38]=O)[CH2:10][NH:11][C:12]([C:14]1[NH:15][C:16]2[C:21]([CH:22]=1)=[CH:20][C:19]([O:23][C:24]([F:27])([F:26])[F:25])=[CH:18][C:17]=2[N:28]([CH3:37])[S:29]([C:32]1[S:33][CH:34]=[CH:35][CH:36]=1)(=[O:31])=[O:30])=[O:13])[C:2]1[CH:7]=[CH:6][CH:5]=[CH:4][CH:3]=1.ClCCCl.[NH:44]1[CH2:49][CH2:48][O:47][CH2:46][CH2:45]1.C(O[BH-](OC(=O)C)OC(=O)C)(=O)C.[Na+]. Product: [CH2:1]([S:8][CH:9]([CH2:38][N:44]1[CH2:49][CH2:48][O:47][CH2:46][CH2:45]1)[CH2:10][NH:11][C:12]([C:14]1[NH:15][C:16]2[C:21]([CH:22]=1)=[CH:20][C:19]([O:23][C:24]([F:27])([F:26])[F:25])=[CH:18][C:17]=2[N:28]([CH3:37])[S:29]([C:32]1[S:33][CH:34]=[CH:35][CH:36]=1)(=[O:31])=[O:30])=[O:13])[C:2]1[CH:7]=[CH:6][CH:5]=[CH:4][CH:3]=1. The catalyst class is: 6. (7) Reactant: [O:1]=[C:2]1[C:7]([CH:8]([C:10]2[CH:15]=[CH:14][C:13]([C:16]3[C:17]([C:22]#[N:23])=[CH:18][CH:19]=[CH:20][CH:21]=3)=[CH:12][CH:11]=2)[CH3:9])=[C:6]([CH2:24][CH2:25][CH3:26])[N:5]2[N:27]=[CH:28][N:29]=[C:4]2[N:3]1[CH:30]1[CH2:35][CH2:34][C:33](=[O:36])[CH2:32][CH2:31]1.O1CCCC1.[BH4-].[Na+]. Product: [OH:36][C@H:33]1[CH2:34][CH2:35][C@H:30]([N:3]2[C:2](=[O:1])[C:7]([CH:8]([C:10]3[CH:15]=[CH:14][C:13]([C:16]4[C:17]([C:22]#[N:23])=[CH:18][CH:19]=[CH:20][CH:21]=4)=[CH:12][CH:11]=3)[CH3:9])=[C:6]([CH2:24][CH2:25][CH3:26])[N:5]3[N:27]=[CH:28][N:29]=[C:4]23)[CH2:31][CH2:32]1. The catalyst class is: 5. (8) The catalyst class is: 4. Reactant: [CH2:1]([C:3]1[C:11]2[C:6](=[CH:7][C:8]([F:12])=[CH:9][CH:10]=2)[N:5]([C:13]2[N:17]=[C:16]([CH:18]3[CH2:23][CH2:22][N:21](C(OC(C)(C)C)=O)[CH2:20][CH2:19]3)[O:15][N:14]=2)[N:4]=1)[CH3:2].[F:31][C:32]([F:37])([F:36])[C:33]([OH:35])=[O:34]. Product: [F:31][C:32]([F:37])([F:36])[C:33]([OH:35])=[O:34].[CH2:1]([C:3]1[C:11]2[C:6](=[CH:7][C:8]([F:12])=[CH:9][CH:10]=2)[N:5]([C:13]2[N:17]=[C:16]([CH:18]3[CH2:23][CH2:22][NH:21][CH2:20][CH2:19]3)[O:15][N:14]=2)[N:4]=1)[CH3:2]. (9) Reactant: [F:1][C:2]1([F:16])[CH:7]([OH:8])[CH2:6][CH2:5][N:4]([C:9]([O:11][C:12]([CH3:15])([CH3:14])[CH3:13])=[O:10])[CH2:3]1.CC([O-])(C)C.[K+].C1COCC1.[N:28]1[N:29]=[C:30]([C:37]2[CH:46]=[CH:45][C:44]3[C:39](=[C:40](F)[CH:41]=[C:42]([F:47])[CH:43]=3)[N:38]=2)[N:31]2[CH:36]=[CH:35][CH:34]=[CH:33][C:32]=12. Product: [N:28]1[N:29]=[C:30]([C:37]2[CH:46]=[CH:45][C:44]3[C:39](=[C:40]([O:8][CH:7]4[CH2:6][CH2:5][N:4]([C:9]([O:11][C:12]([CH3:13])([CH3:15])[CH3:14])=[O:10])[CH2:3][C:2]4([F:1])[F:16])[CH:41]=[C:42]([F:47])[CH:43]=3)[N:38]=2)[N:31]2[CH:36]=[CH:35][CH:34]=[CH:33][C:32]=12. The catalyst class is: 3. (10) Reactant: [Cl:1][C:2]1[CH:3]=[CH:4][CH:5]=[C:6]2[C:10]=1[N:9]([CH2:11][CH:12]1[CH2:17][CH2:16][O:15][CH2:14][CH2:13]1)[CH:8]=[C:7]2[C:18]([NH2:20])=O.COC1C=CC(P2(SP(C3C=CC(OC)=CC=3)(=S)S2)=[S:30])=CC=1.C1(C)C=CC=CC=1. Product: [Cl:1][C:2]1[CH:3]=[CH:4][CH:5]=[C:6]2[C:10]=1[N:9]([CH2:11][CH:12]1[CH2:17][CH2:16][O:15][CH2:14][CH2:13]1)[CH:8]=[C:7]2[C:18](=[S:30])[NH2:20]. The catalyst class is: 7.